This data is from Full USPTO retrosynthesis dataset with 1.9M reactions from patents (1976-2016). The task is: Predict the reactants needed to synthesize the given product. (1) The reactants are: C[Li].Br[C:4]1[CH:5]=[CH:6][C:7]([Cl:24])=[C:8]([CH:23]=1)[C:9]([NH:11][CH2:12][C:13]12[CH2:22][CH:17]3[CH2:18][CH:19]([CH2:21][CH:15]([CH2:16]3)[CH2:14]1)[CH2:20]2)=[O:10].[B:25](OC(C)C)([O:30]C(C)C)[O:26]C(C)C.C([Li])(C)(C)C.[Cl-].[NH4+]. Given the product [Cl:24][C:7]1[CH:6]=[CH:5][C:4]([B:25]([OH:30])[OH:26])=[CH:23][C:8]=1[C:9]([NH:11][CH2:12][C:13]12[CH2:22][CH:17]3[CH2:18][CH:19]([CH2:21][CH:15]([CH2:16]3)[CH2:14]1)[CH2:20]2)=[O:10], predict the reactants needed to synthesize it. (2) Given the product [NH2:1][C:2]1[CH:3]=[C:4]2[C:8](=[CH:9][CH:10]=1)[NH:7][CH:6]([C:11]([O:13][CH3:14])=[O:12])[CH2:5]2, predict the reactants needed to synthesize it. The reactants are: [NH2:1][C:2]1[CH:3]=[C:4]2[C:8](=[CH:9][CH:10]=1)[NH:7][C:6]([C:11]([O:13][CH2:14]C)=[O:12])=[CH:5]2.[Mg].C([O-])(O)=O.[Na+]. (3) The reactants are: [CH3:1][N:2]([CH2:9][CH2:10][O:11][C:12]1[CH:19]=[CH:18][C:15]([CH:16]=O)=[CH:14][CH:13]=1)[C:3]1[CH:8]=[CH:7][CH:6]=[CH:5][N:4]=1.[S:20]1[CH2:24][C:23](=[O:25])[NH:22][C:21]1=[O:26]. Given the product [CH3:1][N:2]([CH2:9][CH2:10][O:11][C:12]1[CH:19]=[CH:18][C:15]([CH:16]=[C:24]2[S:20][C:21](=[O:26])[NH:22][C:23]2=[O:25])=[CH:14][CH:13]=1)[C:3]1[CH:8]=[CH:7][CH:6]=[CH:5][N:4]=1, predict the reactants needed to synthesize it. (4) Given the product [CH2:13]1[CH:4]2[CH2:5][O:6][C:7]3[CH:12]=[CH:11][CH:10]=[CH:9][C:8]=3[CH2:2][N:3]2[CH2:16][CH2:15][N:14]1[C:17]([O:19][C:20]([CH3:23])([CH3:22])[CH3:21])=[O:18], predict the reactants needed to synthesize it. The reactants are: O=[C:2]1[C:8]2[CH:9]=[CH:10][CH:11]=[CH:12][C:7]=2[O:6][CH2:5][CH:4]2[CH2:13][N:14]([C:17]([O:19][C:20]([CH3:23])([CH3:22])[CH3:21])=[O:18])[CH2:15][CH2:16][N:3]12.B.O1CCCC1.CO.[OH-].[Na+]. (5) Given the product [CH2:58]([O:57][C:55]([C:40]1[CH:39]=[C:38]([C:5]2([C:16]3[CH:21]=[CH:20][C:19]([O:22][CH2:23][CH2:24][O:25][CH2:26][CH2:27][O:28][CH2:29][CH2:30][O:31][CH3:32])=[C:18]([C:33]([O:35][CH2:36][CH3:37])=[O:34])[CH:17]=3)[C:6]3[CH:7]=[CH:8][CH:9]=[CH:10][C:11]=3[C:12]3[C:4]2=[CH:3][CH:2]=[CH:14][CH:13]=3)[CH:43]=[CH:42][C:41]=1[O:44][CH2:45][CH2:46][O:47][CH2:48][CH2:49][O:50][CH2:51][CH2:52][O:53][CH3:54])=[O:56])[CH3:59], predict the reactants needed to synthesize it. The reactants are: Br[C:2]1[CH:14]=[CH:13][C:12]2[C:11]3[C:6](=[CH:7][C:8](Br)=[CH:9][CH:10]=3)[C:5]([C:38]3[CH:43]=[CH:42][C:41]([O:44][CH2:45][CH2:46][O:47][CH2:48][CH2:49][O:50][CH2:51][CH2:52][O:53][CH3:54])=[C:40]([C:55]([O:57][CH2:58][CH3:59])=[O:56])[CH:39]=3)([C:16]3[CH:21]=[CH:20][C:19]([O:22][CH2:23][CH2:24][O:25][CH2:26][CH2:27][O:28][CH2:29][CH2:30][O:31][CH3:32])=[C:18]([C:33]([O:35][CH2:36][CH3:37])=[O:34])[CH:17]=3)[C:4]=2[CH:3]=1.CC1(C)C(C)(C)OB(C2C=CC3C4C(=CC(B5OC(C)(C)C(C)(C)O5)=CC=4)C(C4C=CC(OCCOCCOCCOC)=C(C(OCC)=O)C=4)(C4C=CC(OCCOCCOCCOC)=C(C(OCC)=O)C=4)C=3C=2)O1.C(=O)([O-])[O-].[Na+].[Na+].C(C1C=CC(B(O)O)=CC=1)(C)(C)C.C(N(CC)C(=S)[S-])C.[Na+]. (6) The reactants are: FC(F)(F)C(O)=O.[N:8]1([C:14]2[N:19]3[N:20]=[C:21]([C:23]4[CH:28]=[CH:27][CH:26]=[CH:25][CH:24]=4)[CH:22]=[C:18]3[N:17]=[C:16]([NH:29][NH2:30])[CH:15]=2)[CH2:13][CH2:12][O:11][CH2:10][CH2:9]1.[C:31]([C:33]1[CH:40]=[CH:39][CH:38]=[CH:37][C:34]=1[CH:35]=O)#[N:32]. Given the product [C:31]([C:33]1[CH:40]=[CH:39][CH:38]=[CH:37][C:34]=1[CH:35]=[N:30][NH:29][C:16]1[CH:15]=[C:14]([N:8]2[CH2:13][CH2:12][O:11][CH2:10][CH2:9]2)[N:19]2[N:20]=[C:21]([C:23]3[CH:28]=[CH:27][CH:26]=[CH:25][CH:24]=3)[CH:22]=[C:18]2[N:17]=1)#[N:32], predict the reactants needed to synthesize it. (7) Given the product [F:1][C:2]1[CH:9]=[CH:8][C:5]([C:17](=[O:16])[CH3:18])=[C:4]([CH3:10])[CH:3]=1, predict the reactants needed to synthesize it. The reactants are: [F:1][C:2]1[CH:9]=[CH:8][C:5](C#N)=[C:4]([CH3:10])[CH:3]=1.C[Mg]I.C([O:16][CH2:17][CH3:18])C. (8) Given the product [Cl:1][C:2]1[CH:7]=[CH:6][CH:5]=[CH:4][C:3]=1[S:8]([N:11]1[CH2:33][CH2:32][C:14]2([C:18](=[O:19])[N:17]([C:20]3[CH:25]=[CH:24][C:23]([CH2:26][C:27]4[O:36][C:34]([CH3:35])=[N:29][N:28]=4)=[CH:22][CH:21]=3)[CH2:16][CH2:15]2)[CH2:13][CH2:12]1)(=[O:9])=[O:10], predict the reactants needed to synthesize it. The reactants are: [Cl:1][C:2]1[CH:7]=[CH:6][CH:5]=[CH:4][C:3]=1[S:8]([N:11]1[CH2:33][CH2:32][C:14]2([C:18](=[O:19])[N:17]([C:20]3[CH:25]=[CH:24][C:23]([CH2:26][C:27]4NN=[N:29][N:28]=4)=[CH:22][CH:21]=3)[CH2:16][CH2:15]2)[CH2:13][CH2:12]1)(=[O:10])=[O:9].[C:34](OC(=O)C)(=[O:36])[CH3:35]. (9) Given the product [C:1]([O:4][CH2:5][C@H:6]1[CH2:11][C@@H:10]([O:12][C:13](=[O:15])[CH3:14])[CH2:9][CH2:8][C@@:7]1([C@H:17]1[CH2:25][CH2:24][C:23]2[C:22]([CH3:27])([CH3:26])[C@H:21]([OH:28])[CH2:20][C:19]=2[C@@H:18]1[CH2:29][OH:30])[CH3:16])(=[O:3])[CH3:2], predict the reactants needed to synthesize it. The reactants are: [C:1]([O:4][CH2:5][C@H:6]1[CH2:11][C@@H:10]([O:12][C:13](=[O:15])[CH3:14])[CH2:9][CH2:8][C@@:7]1([C@H:17]1[CH2:25][CH2:24][C:23]2[C:22]([CH3:27])([CH3:26])[C@H:21]([OH:28])[CH2:20][C:19]=2[C@@H:18]1[CH2:29][O:30][Si](C(C)(C)C)(C1C=CC=CC=1)C1C=CC=CC=1)[CH3:16])(=[O:3])[CH3:2].CCCC[N+](CCCC)(CCCC)CCCC.[F-]. (10) Given the product [CH:17]([C:12]1[CH:13]=[C:14]2[C:9](=[CH:10][CH:11]=1)[C:8]1[O:19][N:21]=[C:2]([C:3]([O:5][CH3:6])=[O:4])[C:7]=1[CH2:16][CH2:15]2)=[CH2:18], predict the reactants needed to synthesize it. The reactants are: O=[C:2]([CH:7]1[CH2:16][CH2:15][C:14]2[C:9](=[CH:10][CH:11]=[C:12]([CH:17]=[CH2:18])[CH:13]=2)[C:8]1=[O:19])[C:3]([O:5][CH3:6])=[O:4].Cl.[NH2:21]O.